From a dataset of Catalyst prediction with 721,799 reactions and 888 catalyst types from USPTO. Predict which catalyst facilitates the given reaction. (1) Reactant: Br[C:2]1[CH:3]=[C:4]([CH:7]=[CH:8][C:9]=1[O:10][CH3:11])[C:5]#[N:6].[O-]P([O-])([O-])=O.[K+].[K+].[K+].[CH:20]1(B(O)O)[CH2:22][CH2:21]1.C1(P(C2CCCCC2)C2CCCCC2)CCCCC1. Product: [CH:20]1([C:2]2[CH:3]=[C:4]([CH:7]=[CH:8][C:9]=2[O:10][CH3:11])[C:5]#[N:6])[CH2:22][CH2:21]1. The catalyst class is: 222. (2) Reactant: [C:1]([C@H:5]([NH:9][NH:10][C:11](=[O:21])[C:12]1[CH:17]=[CH:16][CH:15]=[C:14]([O:18][CH3:19])[C:13]=1[CH3:20])[CH2:6][CH2:7][CH3:8])([CH3:4])([CH3:3])[CH3:2].[CH3:22][O:23][C:24]1[CH:25]=[C:26]([CH:30]=[C:31]([O:34][CH3:35])[C:32]=1[CH3:33])[C:27](Cl)=[O:28].C([O-])([O-])=O.[K+].[K+]. Product: [C:1]([C@H:5]([N:9]([C:27](=[O:28])[C:26]1[CH:30]=[C:31]([O:34][CH3:35])[C:32]([CH3:33])=[C:24]([O:23][CH3:22])[CH:25]=1)[NH:10][C:11](=[O:21])[C:12]1[CH:17]=[CH:16][CH:15]=[C:14]([O:18][CH3:19])[C:13]=1[CH3:20])[CH2:6][CH2:7][CH3:8])([CH3:2])([CH3:3])[CH3:4]. The catalyst class is: 2. (3) Reactant: [O:1]1[CH:6]=[CH:5][CH2:4][CH2:3][CH:2]1[CH2:7][OH:8].[H-].[Na+].[CH2:11](Br)[C:12]1[CH:17]=[CH:16][CH:15]=[CH:14][CH:13]=1.[Cl-].[NH4+]. Product: [CH2:11]([O:8][CH2:7][CH:2]1[CH2:3][CH2:4][CH:5]=[CH:6][O:1]1)[C:12]1[CH:17]=[CH:16][CH:15]=[CH:14][CH:13]=1. The catalyst class is: 7. (4) Reactant: CCCC[N+](CCCC)(CCCC)CCCC.[F-].[Si]([O:36][CH2:37][CH2:38][C@@H:39]([O:61][CH2:62][O:63][CH3:64])[C@H:40]([C:52]1[CH:57]=[C:56]([F:58])[C:55]([F:59])=[C:54]([F:60])[CH:53]=1)[C:41]([NH:43][NH:44][C:45]([O:47][C:48]([CH3:51])([CH3:50])[CH3:49])=[O:46])=[O:42])(C(C)(C)C)(C1C=CC=CC=1)C1C=CC=CC=1.C(OCC)(=O)C.[Cl-].[NH4+]. Product: [OH:36][CH2:37][CH2:38][C@@H:39]([O:61][CH2:62][O:63][CH3:64])[C@H:40]([C:52]1[CH:57]=[C:56]([F:58])[C:55]([F:59])=[C:54]([F:60])[CH:53]=1)[C:41]([NH:43][NH:44][C:45]([O:47][C:48]([CH3:51])([CH3:50])[CH3:49])=[O:46])=[O:42]. The catalyst class is: 1. (5) Reactant: C(OC([NH:8][C@H:9]([CH3:16])/[CH:10]=[CH:11]/[C:12]([O:14][CH3:15])=[O:13])=O)(C)(C)C.[F:17][C:18]([F:23])([F:22])[C:19]([OH:21])=[O:20]. Product: [F:17][C:18]([F:23])([F:22])[C:19]([OH:21])=[O:20].[NH2:8][C@H:9]([CH3:16])/[CH:10]=[CH:11]/[C:12]([O:14][CH3:15])=[O:13]. The catalyst class is: 22. (6) Reactant: [CH3:1][C:2]1[CH:3]=[C:4]([CH:8]=[CH:9][C:10]=1[CH3:11])[C:5]([OH:7])=O.CN(C(ON1N=NC2C=CC=CC1=2)=[N+](C)C)C.[B-](F)(F)(F)F.CCN(C(C)C)C(C)C.[CH3:43][NH:44][C@@H:45]([CH2:52][CH2:53][CH3:54])[CH2:46][N:47]1[CH2:50][CH:49]([OH:51])[CH2:48]1. Product: [OH:51][CH:49]1[CH2:48][N:47]([CH2:46][C@@H:45]([N:44]([CH3:43])[C:5](=[O:7])[C:4]2[CH:8]=[CH:9][C:10]([CH3:11])=[C:2]([CH3:1])[CH:3]=2)[CH2:52][CH2:53][CH3:54])[CH2:50]1. The catalyst class is: 2. (7) Reactant: [Cl:1][C:2]1[CH:11]=[CH:10][C:5]([CH2:6][CH:7]2[CH2:9][O:8]2)=[CH:4][CH:3]=1.[CH3:12][C:13]1[CH:14]=[CH:15][C:16]([N+:20]([O-:22])=[O:21])=[C:17]([CH:19]=1)[NH2:18].[O-]S(C(F)(F)F)(=O)=O.[Yb+3].[O-]S(C(F)(F)F)(=O)=O.[O-]S(C(F)(F)F)(=O)=O. Product: [Cl:1][C:2]1[CH:11]=[CH:10][C:5]([CH2:6][CH:7]([OH:8])[CH2:9][NH:18][C:17]2[CH:19]=[C:13]([CH3:12])[CH:14]=[CH:15][C:16]=2[N+:20]([O-:22])=[O:21])=[CH:4][CH:3]=1. The catalyst class is: 23. (8) Reactant: [C:1]([O:7][CH2:8][N:9]1[CH:13]=[C:12]([CH2:14][CH2:15][CH2:16][C:17](=[O:25])[NH:18][CH:19]2[CH2:24][CH2:23][NH:22][CH2:21][CH2:20]2)[N:11]=[N:10]1)(=[O:6])[C:2]([CH3:5])([CH3:4])[CH3:3].[C:26](=O)([O:37]N1C(=O)CCC1=O)[O:27][CH2:28][C:29]1[CH:34]=[C:33]([F:35])[CH:32]=[C:31]([Cl:36])[CH:30]=1.[OH-].[Na+]. Product: [C:1]([O:7][CH2:8][N:9]1[CH:13]=[C:12]([CH2:14][CH2:15][CH2:16][C:17]([NH:18][CH:19]2[CH2:20][CH2:21][N:22]([C:26]([O:27][CH2:28][C:29]3[CH:34]=[C:33]([F:35])[CH:32]=[C:31]([Cl:36])[CH:30]=3)=[O:37])[CH2:23][CH2:24]2)=[O:25])[N:11]=[N:10]1)(=[O:6])[C:2]([CH3:5])([CH3:4])[CH3:3]. The catalyst class is: 2. (9) Reactant: C1(C)C=CC=CC=1.[Br:8][C:9]1[CH:14]=[CH:13][C:12]([CH2:15]Br)=[C:11]([F:17])[CH:10]=1.CC(C)(C)C[O-].[K+].[Br:25][C:26]1[C:31]([F:32])=[CH:30][C:29]([NH:33][C:34]([C:36]2[C:41](=[O:42])[NH:40][N:39]3[CH2:43][CH2:44][CH2:45][C@:38]3([CH3:46])[C:37]=2[OH:47])=[O:35])=[CH:28][C:27]=1[F:48]. Product: [Br:25][C:26]1[C:31]([F:32])=[CH:30][C:29]([NH:33][C:34]([C:36]2[C:41](=[O:42])[N:40]([CH2:15][C:12]3[CH:13]=[CH:14][C:9]([Br:8])=[CH:10][C:11]=3[F:17])[N:39]3[CH2:43][CH2:44][CH2:45][C@:38]3([CH3:46])[C:37]=2[OH:47])=[O:35])=[CH:28][C:27]=1[F:48]. The catalyst class is: 9.